Dataset: Peptide-MHC class I binding affinity with 185,985 pairs from IEDB/IMGT. Task: Regression. Given a peptide amino acid sequence and an MHC pseudo amino acid sequence, predict their binding affinity value. This is MHC class I binding data. (1) The peptide sequence is TVLGLGLSLK. The MHC is HLA-A68:02 with pseudo-sequence HLA-A68:02. The binding affinity (normalized) is 0. (2) The peptide sequence is HMYISKKAK. The MHC is HLA-A30:02 with pseudo-sequence HLA-A30:02. The binding affinity (normalized) is 0. (3) The peptide sequence is PSDFFYLLF. The MHC is HLA-B58:01 with pseudo-sequence HLA-B58:01. The binding affinity (normalized) is 0.0847.